This data is from Reaction yield outcomes from USPTO patents with 853,638 reactions. The task is: Predict the reaction yield, written as a fraction of the theoretical maximum amount of product (1.0 means a 100% yield; for example, 0.34 means a 34% yield). (1) The reactants are C(=O)([O:7][C:8]1[CH:13]=[CH:12][C:11]([CH:14]=[CH2:15])=[CH:10][C:9]=1[C:16]#[N:17])OC(C)(C)C.[ClH:19]. The catalyst is O1CCOCC1. The product is [Cl:19][CH:14]([C:11]1[CH:12]=[CH:13][C:8]([OH:7])=[C:9]([CH:10]=1)[C:16]#[N:17])[CH3:15]. The yield is 0.680. (2) The reactants are [CH:1]1([C:4]2[NH:8][N:7]=[C:6]([NH:9][C:10]3[C:17]([F:18])=[CH:16][C:13]([C:14]#[N:15])=[C:12]([NH:19][C@H:20]([C:22]4[CH:27]=[CH:26][C:25]([F:28])=[CH:24][CH:23]=4)[CH3:21])[N:11]=3)[CH:5]=2)[CH2:3][CH2:2]1.N[C@H](C1C=CC(F)=CC=1)C[OH:32].CCN(C(C)C)C(C)C. The catalyst is CCCCO. The product is [CH:1]1([C:4]2[NH:8][N:7]=[C:6]([NH:9][C:10]3[C:17]([F:18])=[CH:16][C:13]([C:14]#[N:15])=[C:12]([NH:19][C@H:20]([C:22]4[CH:27]=[CH:26][C:25]([F:28])=[CH:24][CH:23]=4)[CH2:21][OH:32])[N:11]=3)[CH:5]=2)[CH2:3][CH2:2]1. The yield is 0.400. (3) The reactants are [OH-].[Na+].C([O:5][C:6](=[O:17])[CH2:7][O:8][C:9]1[CH:14]=[CH:13][C:12]([C:15]#[N:16])=[CH:11][CH:10]=1)C.Cl. The catalyst is CO. The product is [C:15]([C:12]1[CH:13]=[CH:14][C:9]([O:8][CH2:7][C:6]([OH:17])=[O:5])=[CH:10][CH:11]=1)#[N:16]. The yield is 0.720.